This data is from Forward reaction prediction with 1.9M reactions from USPTO patents (1976-2016). The task is: Predict the product of the given reaction. (1) Given the reactants [NH2:1][C:2]1[CH:7]=[CH:6][CH:5]=[CH:4][C:3]=1[C:8]#[C:9][C:10]1[C:11]([O:20][CH3:21])=[CH:12][C:13]([O:18][CH3:19])=[C:14]([CH2:16][OH:17])[CH:15]=1, predict the reaction product. The product is: [NH:1]1[C:2]2[C:3](=[CH:4][CH:5]=[CH:6][CH:7]=2)[CH:8]=[C:9]1[C:10]1[C:11]([O:20][CH3:21])=[CH:12][C:13]([O:18][CH3:19])=[C:14]([CH2:16][OH:17])[CH:15]=1. (2) Given the reactants [C:1]([O:5][C:6]([NH:8][C@H:9]([C:11]1[C:20]([C:21]2[CH:26]=[CH:25][CH:24]=[CH:23][N:22]=2)=[C:19]([C:27]([OH:29])=O)[C:18]2[C:13](=[CH:14][CH:15]=[C:16]([F:30])[CH:17]=2)[N:12]=1)[CH3:10])=[O:7])([CH3:4])([CH3:3])[CH3:2].C1C[N:34]([P+](ON2N=NC3C=CC=CC2=3)(N2CCCC2)N2CCCC2)[CH2:33][CH2:32]1.F[P-](F)(F)(F)(F)F.CCN(C(C)C)C(C)C.C(N)C, predict the reaction product. The product is: [CH2:33]([NH:34][C:27]([C:19]1[C:18]2[C:13](=[CH:14][CH:15]=[C:16]([F:30])[CH:17]=2)[N:12]=[C:11]([C@@H:9]([NH:8][C:6](=[O:7])[O:5][C:1]([CH3:3])([CH3:2])[CH3:4])[CH3:10])[C:20]=1[C:21]1[CH:26]=[CH:25][CH:24]=[CH:23][N:22]=1)=[O:29])[CH3:32]. (3) Given the reactants [C:1]([C:3]1[N:4]=[C:5]([C:8]([NH:10][C:11]2[CH:16]=[CH:15][C:14]([C:17]3([C:23](O)=[O:24])[CH2:22][CH2:21][O:20][CH2:19][CH2:18]3)=[CH:13][C:12]=2[C:26]2[CH2:31][CH2:30][CH2:29][CH2:28][CH:27]=2)=[O:9])[NH:6][CH:7]=1)#[N:2].C(N(CC)CC)C.ClC(OCC)=O.[BH4-].[Na+].C(O)(=O)CC(CC(O)=O)(C(O)=O)O, predict the reaction product. The product is: [C:26]1([C:12]2[CH:13]=[C:14]([C:17]3([CH2:23][OH:24])[CH2:18][CH2:19][O:20][CH2:21][CH2:22]3)[CH:15]=[CH:16][C:11]=2[NH:10][C:8]([C:5]2[NH:6][CH:7]=[C:3]([C:1]#[N:2])[N:4]=2)=[O:9])[CH2:31][CH2:30][CH2:29][CH2:28][CH:27]=1. (4) Given the reactants [N:1]1([CH2:8][CH2:9][CH2:10][O:11][C:12]2[CH:17]=[CH:16][C:15]([CH2:18][CH2:19][CH2:20][CH2:21][C:22](OC)=[O:23])=[CH:14][CH:13]=2)[CH2:7][CH2:6][CH2:5][CH2:4][CH2:3][CH2:2]1.[H-].[Al+3].[Li+].[H-].[H-].[H-].[O-]S([O-])(=O)=O.[Na+].[Na+], predict the reaction product. The product is: [N:1]1([CH2:8][CH2:9][CH2:10][O:11][C:12]2[CH:13]=[CH:14][C:15]([CH2:18][CH2:19][CH2:20][CH2:21][CH2:22][OH:23])=[CH:16][CH:17]=2)[CH2:7][CH2:6][CH2:5][CH2:4][CH2:3][CH2:2]1.